Dataset: Reaction yield outcomes from USPTO patents with 853,638 reactions. Task: Predict the reaction yield, written as a fraction of the theoretical maximum amount of product (1.0 means a 100% yield; for example, 0.34 means a 34% yield). (1) The reactants are Cl.[C:2]([N:5]1[C:14]2[C:9](=[CH:10][C:11]([C:15]#[C:16][Si:17]([CH:24]([CH3:26])[CH3:25])([CH:21]([CH3:23])[CH3:22])[CH:18]([CH3:20])[CH3:19])=[CH:12][CH:13]=2)[C@H:8]([NH2:27])[CH2:7][C@@H:6]1[CH3:28])(=[O:4])[CH3:3].Br[C:30]1[N:35]=[CH:34][CH:33]=[CH:32][N:31]=1.CC(C)([O-])C.[Na+].CN(C)C1C=CC=CC=1C1C=CC=CC=1P(C1CCCCC1)C1CCCCC1. The catalyst is C1C=CC(/C=C/C(/C=C/C2C=CC=CC=2)=O)=CC=1.C1C=CC(/C=C/C(/C=C/C2C=CC=CC=2)=O)=CC=1.C1C=CC(/C=C/C(/C=C/C2C=CC=CC=2)=O)=CC=1.[Pd].[Pd].C1(C)C=CC=CC=1. The product is [C:2]([N:5]1[C:14]2[C:9](=[CH:10][C:11]([C:15]#[C:16][Si:17]([CH:21]([CH3:23])[CH3:22])([CH:18]([CH3:20])[CH3:19])[CH:24]([CH3:26])[CH3:25])=[CH:12][CH:13]=2)[C@H:8]([NH:27][C:30]2[N:35]=[CH:34][CH:33]=[CH:32][N:31]=2)[CH2:7][C@@H:6]1[CH3:28])(=[O:4])[CH3:3]. The yield is 0.679. (2) The reactants are [N+:1]([C:4]1[CH:5]=[C:6](O)[CH:7]=[CH:8][CH:9]=1)([O-:3])=[O:2].C([O-])([O-])=[O:12].[K+].[K+].Br[CH2:18][C:19]([O:21][CH2:22][CH3:23])=[O:20]. The catalyst is CC(C)=O. The product is [N+:1]([C:4]1[CH:5]=[CH:6][C:7]([O:12][CH2:18][C:19]([O:21][CH2:22][CH3:23])=[O:20])=[CH:8][CH:9]=1)([O-:3])=[O:2]. The yield is 0.920.